This data is from Full USPTO retrosynthesis dataset with 1.9M reactions from patents (1976-2016). The task is: Predict the reactants needed to synthesize the given product. (1) Given the product [Br:9][C:10]1[C:11]([CH3:17])=[C:12]([C:14]([Cl:1])=[CH:15][CH:16]=1)[NH2:13], predict the reactants needed to synthesize it. The reactants are: [Cl:1]N1C(=O)CCC1=O.[Br:9][C:10]1[C:11]([CH3:17])=[C:12]([CH:14]=[CH:15][CH:16]=1)[NH2:13]. (2) Given the product [CH2:7]([N:24]1[CH2:25][CH2:26][CH:21]([C:16]2[CH:17]=[CH:18][CH:19]=[CH:20][C:15]=2[CH3:31])[CH:22]([C:27]([O:29][CH3:30])=[O:28])[CH2:23]1)[C:8]1[CH:13]=[CH:12][CH:11]=[CH:10][CH:9]=1, predict the reactants needed to synthesize it. The reactants are: C(=O)([O-])[O-].[K+].[K+].[CH2:7](Br)[C:8]1[CH:13]=[CH:12][CH:11]=[CH:10][CH:9]=1.[C:15]1([CH3:31])[CH:20]=[CH:19][CH:18]=[CH:17][C:16]=1[CH:21]1[CH2:26][CH2:25][NH:24][CH2:23][CH:22]1[C:27]([O:29][CH3:30])=[O:28].C(=O)([O-])O.[Na+]. (3) Given the product [C:1]([C:5]1[N:6]=[C:7]([N:15]2[CH2:20][CH2:19][N:18]([CH2:36][C@H:35]([CH3:38])[CH2:34][O:33][C:30](=[O:32])[CH3:31])[CH2:17][CH2:16]2)[CH:8]=[C:9]([CH:11]2[CH2:12][CH2:13][CH2:14]2)[N:10]=1)([CH3:4])([CH3:2])[CH3:3], predict the reactants needed to synthesize it. The reactants are: [C:1]([C:5]1[N:10]=[C:9]([CH:11]2[CH2:14][CH2:13][CH2:12]2)[CH:8]=[C:7]([N:15]2[CH2:20][CH2:19][NH:18][CH2:17][CH2:16]2)[N:6]=1)([CH3:4])([CH3:3])[CH3:2].C(N(CC)CC)C.[I-].[Na+].[C:30]([O:33][CH2:34][C@@H:35]([CH3:38])[CH2:36]Br)(=[O:32])[CH3:31]. (4) Given the product [Cl:1][C:2]1[CH:7]=[C:6]([Cl:8])[CH:5]=[CH:4][C:3]=1[N:9]1[C:13]2=[N:14][C:15]([CH3:22])=[CH:16][C:17]([NH:18][CH2:19][CH2:20][NH:29][CH:24]3[CH2:28][CH2:27][CH2:26][CH2:25]3)=[C:12]2[N:11]=[C:10]1[CH3:23], predict the reactants needed to synthesize it. The reactants are: [Cl:1][C:2]1[CH:7]=[C:6]([Cl:8])[CH:5]=[CH:4][C:3]=1[N:9]1[C:13]2=[N:14][C:15]([CH3:22])=[CH:16][C:17]([NH:18][CH2:19][CH2:20]Cl)=[C:12]2[N:11]=[C:10]1[CH3:23].[CH:24]1([NH2:29])[CH2:28][CH2:27][CH2:26][CH2:25]1. (5) Given the product [N+:15]([C:6]1[CH:5]=[C:4]2[C:9](=[CH:8][CH:7]=1)[NH:1][N:2]=[C:3]2[C:10]([O:12][CH2:13][CH3:14])=[O:11])([O-:17])=[O:16], predict the reactants needed to synthesize it. The reactants are: [NH:1]1[C:9]2[C:4](=[CH:5][CH:6]=[CH:7][CH:8]=2)[C:3]([C:10]([O:12][CH2:13][CH3:14])=[O:11])=[N:2]1.[N+:15]([O-])([OH:17])=[O:16]. (6) Given the product [CH2:13]([C:15]1[CH:20]=[CH:19][C:18]([C:21](=[O:24])[CH:29]([OH:36])[C:30]2[CH:35]=[CH:34][CH:33]=[CH:32][CH:31]=2)=[CH:17][CH:16]=1)[CH3:14], predict the reactants needed to synthesize it. The reactants are: C(NC(C)C)(C)C.C([Li])CCC.[CH2:13]([C:15]1[CH:20]=[CH:19][C:18]([CH:21]([O:24][Si](C)(C)C)C#N)=[CH:17][CH:16]=1)[CH3:14].[CH:29](=[O:36])[C:30]1[CH:35]=[CH:34][CH:33]=[CH:32][CH:31]=1.[Cl-].[NH4+].